This data is from Full USPTO retrosynthesis dataset with 1.9M reactions from patents (1976-2016). The task is: Predict the reactants needed to synthesize the given product. (1) Given the product [CH:2]([O:5][C:6]1[CH:11]=[C:10]([CH:12]2[CH2:13][CH2:14][N:15]([CH3:18])[CH2:16][CH2:17]2)[C:9]([CH3:19])=[CH:8][C:7]=1[NH2:20])([CH3:4])[CH3:3], predict the reactants needed to synthesize it. The reactants are: [I-].[CH:2]([O:5][C:6]1[C:7]([N+:20]([O-])=O)=[CH:8][C:9]([CH3:19])=[C:10]([C:12]2[CH:17]=[CH:16][N+:15]([CH3:18])=[CH:14][CH:13]=2)[CH:11]=1)([CH3:4])[CH3:3].[BH4-].[Na+].C(O)(C(F)(F)F)=O. (2) Given the product [Cl:30][C:7]1[C:8](=[O:24])[N:9]([C:13]2[CH:14]=[C:15]([CH:20]=[CH:21][C:22]=2[CH3:23])[C:16]([O:18][CH3:19])=[O:17])[C:10]([CH3:12])=[CH:11][C:6]=1[O:5][CH2:4][C:3]1[CH:25]=[CH:26][C:27]([F:29])=[CH:28][C:2]=1[F:1], predict the reactants needed to synthesize it. The reactants are: [F:1][C:2]1[CH:28]=[C:27]([F:29])[CH:26]=[CH:25][C:3]=1[CH2:4][O:5][C:6]1[CH:11]=[C:10]([CH3:12])[N:9]([C:13]2[CH:14]=[C:15]([CH:20]=[CH:21][C:22]=2[CH3:23])[C:16]([O:18][CH3:19])=[O:17])[C:8](=[O:24])[CH:7]=1.[Cl:30]N1C(=O)CCC1=O.ClC(Cl)C(O)=O. (3) The reactants are: [F:1][C:2]1[CH:3]=[C:4]([OH:11])[C:5]([N+:8]([O-:10])=[O:9])=[CH:6][CH:7]=1.[CH2:12](Br)[C:13]1[CH:18]=[CH:17][CH:16]=[CH:15][CH:14]=1.C(=O)([O-])[O-].[K+].[K+]. Given the product [CH2:12]([O:11][C:4]1[CH:3]=[C:2]([F:1])[CH:7]=[CH:6][C:5]=1[N+:8]([O-:10])=[O:9])[C:13]1[CH:18]=[CH:17][CH:16]=[CH:15][CH:14]=1, predict the reactants needed to synthesize it. (4) The reactants are: C([O:8][C:9]1[CH:33]=[CH:32][C:12]([O:13][CH:14]2[CH2:19][CH2:18][N:17]([C:20]([O:22][C:23]3[CH:24]=[N:25][CH:26]=[C:27]([CH:31]=3)[C:28]([OH:30])=[O:29])=[O:21])[CH2:16][CH2:15]2)=[CH:11][CH:10]=1)C1C=CC=CC=1.[H][H]. Given the product [OH:8][C:9]1[CH:10]=[CH:11][C:12]([O:13][CH:14]2[CH2:19][CH2:18][N:17]([C:20]([O:22][C:23]3[CH:24]=[N:25][CH:26]=[C:27]([CH:31]=3)[C:28]([OH:30])=[O:29])=[O:21])[CH2:16][CH2:15]2)=[CH:32][CH:33]=1, predict the reactants needed to synthesize it.